From a dataset of Peptide-MHC class II binding affinity with 134,281 pairs from IEDB. Regression. Given a peptide amino acid sequence and an MHC pseudo amino acid sequence, predict their binding affinity value. This is MHC class II binding data. (1) The peptide sequence is TKDTNDNNLYKLHGG. The MHC is DRB1_0901 with pseudo-sequence DRB1_0901. The binding affinity (normalized) is 0.119. (2) The peptide sequence is TLWQRPLVTIKIGGQLKEAL. The MHC is DRB1_1302 with pseudo-sequence DRB1_1302. The binding affinity (normalized) is 0.551. (3) The peptide sequence is LLDNRSNHYEEVIAS. The MHC is H-2-IAb with pseudo-sequence H-2-IAb. The binding affinity (normalized) is 0.0610. (4) The peptide sequence is FWAVKPKVVRQIEDQ. The MHC is DRB1_0101 with pseudo-sequence DRB1_0101. The binding affinity (normalized) is 0.827. (5) The MHC is DRB1_1602 with pseudo-sequence DRB1_1602. The binding affinity (normalized) is 0.601. The peptide sequence is EKKYFAATKFEPLAA. (6) The peptide sequence is GELQIVTKIDAAFKI. The MHC is DRB1_0802 with pseudo-sequence DRB1_0802. The binding affinity (normalized) is 0.454. (7) The peptide sequence is CNANPGLMKDVAKVF. The MHC is DRB1_1302 with pseudo-sequence DRB1_1302. The binding affinity (normalized) is 0.582.